From a dataset of Reaction yield outcomes from USPTO patents with 853,638 reactions. Predict the reaction yield, written as a fraction of the theoretical maximum amount of product (1.0 means a 100% yield; for example, 0.34 means a 34% yield). (1) The product is [C:12]([C:10]1[CH:11]=[C:7]([NH:6][C:5]([NH:53][C@@H:46]2[C:47]3[C:52](=[CH:51][CH:50]=[CH:49][CH:48]=3)[C@H:43]([O:42][C:39]3[CH:40]=[CH:41][C:36]4[N:37]([C:33]([C@H:29]5[CH2:30][CH2:31][CH2:32][N:27]([CH3:26])[CH2:28]5)=[N:34][N:35]=4)[CH:38]=3)[CH2:44][CH2:45]2)=[O:23])[N:8]([C:16]2[CH:21]=[CH:20][C:19]([CH3:22])=[CH:18][CH:17]=2)[N:9]=1)([CH3:14])([CH3:15])[CH3:13]. The catalyst is O1CCOCC1. The yield is 0.740. The reactants are ClC(Cl)(Cl)CO[C:5](=[O:23])[NH:6][C:7]1[N:8]([C:16]2[CH:21]=[CH:20][C:19]([CH3:22])=[CH:18][CH:17]=2)[N:9]=[C:10]([C:12]([CH3:15])([CH3:14])[CH3:13])[CH:11]=1.[CH3:26][N:27]1[CH2:32][CH2:31][CH2:30][C@H:29]([C:33]2[N:37]3[CH:38]=[C:39]([O:42][C@H:43]4[C:52]5[C:47](=[CH:48][CH:49]=[CH:50][CH:51]=5)[C@@H:46]([NH2:53])[CH2:45][CH2:44]4)[CH:40]=[CH:41][C:36]3=[N:35][N:34]=2)[CH2:28]1.CCN(C(C)C)C(C)C. (2) The reactants are [C:1]([O:7][C:8]([CH3:11])([CH3:10])[CH3:9])(=[O:6])[CH2:2][C:3]([CH3:5])=O.[Br:12][C:13]1[CH:14]=[C:15]([CH:18]=[CH:19][CH:20]=1)[CH:16]=O.[NH4+:21].[OH-:22]. The yield is 0.480. The product is [Br:12][C:13]1[CH:14]=[C:15]([CH:16]2[C:2]([C:1]([O:7][C:8]([CH3:11])([CH3:10])[CH3:9])=[O:6])=[C:3]([CH3:5])[NH:21][C:3]([CH3:5])=[C:2]2[C:1]([O:7][C:8]([CH3:11])([CH3:10])[CH3:9])=[O:22])[CH:18]=[CH:19][CH:20]=1. The catalyst is CCO.C(Cl)Cl.